From a dataset of Forward reaction prediction with 1.9M reactions from USPTO patents (1976-2016). Predict the product of the given reaction. (1) Given the reactants [Br:1][C:2]1[CH:3]=[C:4]([CH:8]=[C:9]([C:11]([F:14])([F:13])[F:12])[CH:10]=1)[C:5]([OH:7])=[O:6].OS(O)(=O)=O.[CH3:20]O, predict the reaction product. The product is: [Br:1][C:2]1[CH:3]=[C:4]([CH:8]=[C:9]([C:11]([F:12])([F:13])[F:14])[CH:10]=1)[C:5]([O:7][CH3:20])=[O:6]. (2) Given the reactants [CH2:1]([C:3]1[O:4][C:5]([C:10]2[CH:15]=[CH:14][C:13]([C:16]([F:19])([F:18])[F:17])=[CH:12][CH:11]=2)=[CH:6][C:7]=1[CH:8]=[O:9])[CH3:2].[C:20]1([Mg]Br)[CH:25]=[CH:24][CH:23]=[CH:22][CH:21]=1.O1CCCC1, predict the reaction product. The product is: [CH2:1]([C:3]1[O:4][C:5]([C:10]2[CH:15]=[CH:14][C:13]([C:16]([F:19])([F:17])[F:18])=[CH:12][CH:11]=2)=[CH:6][C:7]=1[CH:8]([C:20]1[CH:25]=[CH:24][CH:23]=[CH:22][CH:21]=1)[OH:9])[CH3:2]. (3) Given the reactants [CH3:1][O:2][CH2:3][CH2:4][N:5]1[CH2:10][CH2:9][CH:8]([NH:11]C(=O)OC(C)(C)C)[CH2:7][CH2:6]1.FC(F)(F)C(O)=O, predict the reaction product. The product is: [CH3:1][O:2][CH2:3][CH2:4][N:5]1[CH2:6][CH2:7][CH:8]([NH2:11])[CH2:9][CH2:10]1. (4) Given the reactants [CH2:1]([O:8][C:9]1[CH:14]=[CH:13][C:12](B(O)O)=[CH:11][CH:10]=1)[C:2]1[CH:7]=[CH:6][CH:5]=[CH:4][CH:3]=1.I[C:19]1[CH:20]=[N:21][CH:22]=[CH:23][CH:24]=1.C(=O)([O-])[O-].[K+].[K+].C1(P(C2C=CC=CC=2)C2C=CC=CC=2)C=CC=CC=1, predict the reaction product. The product is: [CH2:1]([O:8][C:9]1[CH:14]=[CH:13][C:12]([C:19]2[CH:20]=[N:21][CH:22]=[CH:23][CH:24]=2)=[CH:11][CH:10]=1)[C:2]1[CH:7]=[CH:6][CH:5]=[CH:4][CH:3]=1. (5) Given the reactants Cl.[Br:2][C:3]1[N:7]2[C:8]([CH3:12])=[CH:9][CH:10]=[CH:11][C:6]2=[N:5][C:4]=1[C:13]([OH:15])=O.[Cl-].[Na+].C(N(CC)C(C)C)(C)C.F[P-](F)(F)(F)(F)F.[N:34]1([O:43][C:44]([N:48]([CH3:50])[CH3:49])=[N+:45]([CH3:47])[CH3:46])[C:38]2C=CC=CC=2N=N1.Cl.CNOC.C(=O)(O)[O-].[Na+], predict the reaction product. The product is: [Br:2][C:3]1[N:7]2[C:8]([CH3:12])=[CH:9][CH:10]=[CH:11][C:6]2=[N:5][C:4]=1[C:13]([N:34]([O:43][CH3:44])[CH3:38])=[O:15].[CH3:46][N:45]([CH3:47])[C:44](=[O:43])[N:48]([CH3:50])[CH3:49]. (6) Given the reactants [Si:1]([O:8][C@@H:9]([C@H:14]1[CH2:18][O:17][C:16]([CH3:20])([CH3:19])[N:15]1[C:21]([O:23][C:24]([CH3:27])([CH3:26])[CH3:25])=[O:22])[C@@H:10]([CH3:13])[CH2:11]O)([C:4]([CH3:7])([CH3:6])[CH3:5])([CH3:3])[CH3:2].CC(OC(/N=N/C(OC(C)C)=O)=O)C.C1C=CC(P(C2C=CC=CC=2)C2C=CC=CC=2)=CC=1.C1C=CC(P([N:75]=[N+:76]=[N-:77])(C2C=CC=CC=2)=O)=CC=1, predict the reaction product. The product is: [N:75]([CH2:11][C@H:10]([CH3:13])[C@H:9]([C@H:14]1[CH2:18][O:17][C:16]([CH3:20])([CH3:19])[N:15]1[C:21]([O:23][C:24]([CH3:27])([CH3:26])[CH3:25])=[O:22])[O:8][Si:1]([C:4]([CH3:7])([CH3:6])[CH3:5])([CH3:3])[CH3:2])=[N+:76]=[N-:77].